Dataset: Full USPTO retrosynthesis dataset with 1.9M reactions from patents (1976-2016). Task: Predict the reactants needed to synthesize the given product. (1) Given the product [F:13][C:10]1[CH:9]=[CH:8][C:7]([CH:6]([C:14]2[CH:15]=[CH:16][C:17]([F:20])=[CH:18][CH:19]=2)[CH2:5][C:4]([OH:21])=[O:3])=[CH:12][CH:11]=1, predict the reactants needed to synthesize it. The reactants are: C([O:3][C:4](=[O:21])[CH2:5][CH:6]([C:14]1[CH:19]=[CH:18][C:17]([F:20])=[CH:16][CH:15]=1)[C:7]1[CH:12]=[CH:11][C:10]([F:13])=[CH:9][CH:8]=1)C.FC1C=CC(COC2C=CC(C(O)=O)=CC=2)=CC=1. (2) Given the product [CH2:38]([C@@H:34]1[CH2:33][C:32]2[N:31]=[CH:30][N:29]=[C:28]([N:21]3[CH2:20][C:19]4[CH:25]=[C:15]([C:13]5[CH:14]=[C:9]6[NH:8][C:7]([NH2:3])=[N:26][C:10]6=[N:11][CH:12]=5)[CH:16]=[CH:17][C:18]=4[O:24][CH2:23][CH2:22]3)[C:37]=2[CH2:36][CH2:35]1)[CH3:39], predict the reactants needed to synthesize it. The reactants are: Cl.C[N:3]([C:7]1[NH:8][C:9]2[C:10]([N:26]=1)=[N:11][CH:12]=[C:13]([C:15]1[CH:16]=[CH:17][C:18]3[O:24][CH2:23][CH2:22][NH:21][CH2:20][C:19]=3[CH:25]=1)[CH:14]=2)C(=O)O.Cl[C:28]1[C:37]2[CH2:36][CH2:35][C@H:34]([CH2:38][CH3:39])[CH2:33][C:32]=2[N:31]=[CH:30][N:29]=1.C(N(CC)C(C)C)(C)C. (3) Given the product [Cl:1][C:2]1[CH:3]=[CH:4][C:5]([O:6][CH2:7][C:8]2[N:12]([CH2:13][CH2:14][CH2:15][CH:16]3[CH2:21][CH2:20][CH2:19][N:18]([C:22]([O:24][C:25]([CH3:28])([CH3:27])[CH3:26])=[O:23])[CH2:17]3)[C:11]3[CH:29]=[CH:30][CH:31]=[C:32]([OH:33])[C:10]=3[N:9]=2)=[CH:41][CH:42]=1, predict the reactants needed to synthesize it. The reactants are: [Cl:1][C:2]1[CH:42]=[CH:41][C:5]([O:6][CH2:7][C:8]2[N:12]([CH2:13][CH2:14][CH2:15][CH:16]3[CH2:21][CH2:20][CH2:19][N:18]([C:22]([O:24][C:25]([CH3:28])([CH3:27])[CH3:26])=[O:23])[CH2:17]3)[C:11]3[CH:29]=[CH:30][CH:31]=[C:32]([O:33]CC4C=CC=CC=4)[C:10]=3[N:9]=2)=[CH:4][CH:3]=1. (4) Given the product [F:8][C:6]1[CH:5]=[CH:4][C:3]2[N:9]=[C:10]([C:12]3[C:20]4[N:19]5[CH:21]=[CH:22][CH:23]=[C:18]5[C:17](=[O:24])[C:16]=4[CH:15]=[CH:14][CH:13]=3)[NH:1][C:2]=2[CH:7]=1, predict the reactants needed to synthesize it. The reactants are: [NH2:1][C:2]1[CH:7]=[C:6]([F:8])[CH:5]=[CH:4][C:3]=1[NH:9][C:10]([C:12]1[CH:13]=[CH:14][CH:15]=[C:16]2[C:20]=1[N:19]1[CH:21]=[CH:22][CH:23]=[C:18]1[C:17]2=[O:24])=O. (5) Given the product [C:19]([C:18]1[C:13]2[O:12][CH:11]([CH:23]([CH3:24])[CH3:25])[CH2:10][N:9]([C:7](=[O:8])/[CH:6]=[CH:5]/[C:4]([OH:26])=[O:3])[C:14]=2[CH:15]=[CH:16][CH:17]=1)([CH3:21])([CH3:22])[CH3:20], predict the reactants needed to synthesize it. The reactants are: C([O:3][C:4](=[O:26])/[CH:5]=[CH:6]/[C:7]([N:9]1[C:14]2[CH:15]=[CH:16][CH:17]=[C:18]([C:19]([CH3:22])([CH3:21])[CH3:20])[C:13]=2[O:12][CH:11]([CH:23]([CH3:25])[CH3:24])[CH2:10]1)=[O:8])C.[OH-].[Na+]. (6) Given the product [Cl:16][C:12]1[CH:11]=[C:10]([N:7]2[CH:8]=[N:9][C:5]([C:3]([OH:4])=[O:2])=[N:6]2)[CH:15]=[CH:14][CH:13]=1, predict the reactants needed to synthesize it. The reactants are: C[O:2][C:3]([C:5]1[N:9]=[CH:8][N:7]([C:10]2[CH:15]=[CH:14][CH:13]=[C:12]([Cl:16])[CH:11]=2)[N:6]=1)=[O:4].[OH-].[Na+]. (7) Given the product [Br:26][CH2:25][C:20]1[C:19]([O:18][Si:1]([C:14]([CH3:17])([CH3:16])[CH3:15])([C:2]2[CH:3]=[CH:4][CH:5]=[CH:6][CH:7]=2)[C:8]2[CH:13]=[CH:12][CH:11]=[CH:10][CH:9]=2)=[CH:24][CH:23]=[CH:22][N:21]=1, predict the reactants needed to synthesize it. The reactants are: [Si:1]([O:18][C:19]1[C:20]([CH3:25])=[N:21][CH:22]=[CH:23][CH:24]=1)([C:14]([CH3:17])([CH3:16])[CH3:15])([C:8]1[CH:13]=[CH:12][CH:11]=[CH:10][CH:9]=1)[C:2]1[CH:7]=[CH:6][CH:5]=[CH:4][CH:3]=1.[Br:26]N1C(=O)CCC1=O.N(/C(C)(C)C#N)=N\C(C)(C)C#N. (8) Given the product [C:34]([O:33][C:31]([NH:26][CH2:25][CH2:24][CH:23]([N:1]1[C:5]2=[N:6][C:7]([C:10]([O:12][CH2:13][CH3:14])=[O:11])=[CH:8][CH:9]=[C:4]2[CH:3]=[C:2]1[C:15]([O:17][CH2:18][CH3:19])=[O:16])[CH3:22])=[O:32])([CH3:37])([CH3:36])[CH3:35], predict the reactants needed to synthesize it. The reactants are: [NH:1]1[C:5]2=[N:6][C:7]([C:10]([O:12][CH2:13][CH3:14])=[O:11])=[CH:8][CH:9]=[C:4]2[CH:3]=[C:2]1[C:15]([O:17][CH2:18][CH3:19])=[O:16].[H-].[Na+].[CH3:22][CH:23]1OS(=O)(=O)[N:26]([C:31]([O:33][C:34]([CH3:37])([CH3:36])[CH3:35])=[O:32])[CH2:25][CH2:24]1. (9) Given the product [NH2:2][C:5]1[CH:6]=[CH:7][C:8]([S:11]([CH2:14][CH2:15][CH:16]2[CH2:17][CH2:18][N:19]([C:22]([O:24][C:25]([CH3:28])([CH3:27])[CH3:26])=[O:23])[CH2:20][CH2:21]2)(=[O:12])=[O:13])=[CH:9][CH:10]=1, predict the reactants needed to synthesize it. The reactants are: [BH4-].[N+:2]([C:5]1[CH:10]=[CH:9][C:8]([S:11]([CH2:14][CH2:15][CH:16]2[CH2:21][CH2:20][N:19]([C:22]([O:24][C:25]([CH3:28])([CH3:27])[CH3:26])=[O:23])[CH2:18][CH2:17]2)(=[O:13])=[O:12])=[CH:7][CH:6]=1)([O-])=O.